Dataset: Cav3 T-type calcium channel HTS with 100,875 compounds. Task: Binary Classification. Given a drug SMILES string, predict its activity (active/inactive) in a high-throughput screening assay against a specified biological target. (1) The drug is S(c1oc2c(n1)cccc2)CC(=O)Nc1nc(cc(n1)C)C. The result is 0 (inactive). (2) The molecule is O=C(Nc1[nH]ncn1)CC(c1ccccc1)c1ccccc1. The result is 0 (inactive). (3) The compound is O=C(NCCc1ccccc1)/C=C(/C)C. The result is 0 (inactive). (4) The molecule is S(=O)(=O)(N(c1ccc(C(C)C)cc1)CC(=O)Nc1cc2OCOc2cc1)c1c(n(nc1C)C)C. The result is 0 (inactive). (5) The molecule is S(=O)(=O)(NNC(=O)C(=O)NNc1ncccc1)c1ccc(cc1)C. The result is 0 (inactive). (6) The compound is s1c(c(c2c(N3CCN(CC3)c3ccccc3)ncnc12)C)C(=O)N1CCN(CC1)c1ncccc1. The result is 0 (inactive).